From a dataset of Reaction yield outcomes from USPTO patents with 853,638 reactions. Predict the reaction yield, written as a fraction of the theoretical maximum amount of product (1.0 means a 100% yield; for example, 0.34 means a 34% yield). The reactants are C(OC([N:8]1[CH2:12][CH2:11][CH2:10][C@@H:9]1[CH2:13][O:14][C:15]1[CH:20]=[CH:19][C:18]([C:21](=[O:29])[CH2:22][C:23]2[CH:28]=[CH:27][CH:26]=[CH:25][CH:24]=2)=[CH:17][CH:16]=1)=O)(C)(C)C.Cl. The catalyst is O1CCOCC1. The product is [C:23]1([CH2:22][C:21]([C:18]2[CH:19]=[CH:20][C:15]([O:14][CH2:13][C@H:9]3[CH2:10][CH2:11][CH2:12][NH:8]3)=[CH:16][CH:17]=2)=[O:29])[CH:28]=[CH:27][CH:26]=[CH:25][CH:24]=1. The yield is 0.990.